From a dataset of Full USPTO retrosynthesis dataset with 1.9M reactions from patents (1976-2016). Predict the reactants needed to synthesize the given product. (1) Given the product [OH:54][CH2:53][CH2:52][O:23][C:22]([C:21]1[C:16]2[N:15]=[C:14]([C:25](=[O:36])[NH:26][CH:27]3[CH2:32][CH2:31][N:30]([CH:33]([CH3:34])[CH3:35])[CH2:29][CH2:28]3)[N:13]([CH2:12][C:9]3[CH:8]=[C:7]([C:5]4[S:6][C:2]([Cl:1])=[CH:3][CH:4]=4)[O:11][N:10]=3)[C:17]=2[CH:18]=[CH:19][CH:20]=1)=[O:24], predict the reactants needed to synthesize it. The reactants are: [Cl:1][C:2]1[S:6][C:5]([C:7]2[O:11][N:10]=[C:9]([CH2:12][N:13]3[C:17]4[CH:18]=[CH:19][CH:20]=[C:21]([C:22]([OH:24])=[O:23])[C:16]=4[N:15]=[C:14]3[C:25](=[O:36])[NH:26][CH:27]3[CH2:32][CH2:31][N:30]([CH:33]([CH3:35])[CH3:34])[CH2:29][CH2:28]3)[CH:8]=2)=[CH:4][CH:3]=1.C1CCC(N=C=NC2CCCCC2)CC1.[CH2:52](O)[CH2:53][OH:54]. (2) Given the product [F:9][C:6]([F:7])([F:8])[C:5]1[CH:4]=[CH:3][C:31]2[C:26](=[CH:27][CH:28]=[CH:29][CH:30]=2)[N:25]=1, predict the reactants needed to synthesize it. The reactants are: CN(C)/[CH:3]=[CH:4]/[C:5](=O)[C:6]([F:9])([F:8])[F:7].FC(F)(F)C(OC(=O)C(F)(F)F)=O.[NH2:25][C:26]1[CH:31]=[CH:30][CH:29]=[CH:28][CH:27]=1. (3) Given the product [OH:4][CH2:5][C:6]1[C:10]2[N:11]=[CH:12][N:13]=[CH:14][C:9]=2[S:8][CH:7]=1, predict the reactants needed to synthesize it. The reactants are: C([O:4][CH2:5][C:6]1[C:10]2[N:11]=[CH:12][N:13]=[CH:14][C:9]=2[S:8][CH:7]=1)(=O)C.[OH-].[Na+]. (4) Given the product [Br:25][C:5]1[O:1][C:2]([C:6]2[C:10]([C:11]3[CH:12]=[CH:13][CH:14]=[CH:15][CH:16]=3)=[C:9]([CH3:17])[O:8][N:7]=2)=[CH:3][CH:4]=1, predict the reactants needed to synthesize it. The reactants are: [O:1]1[CH:5]=[CH:4][CH:3]=[C:2]1[C:6]1[C:10]([C:11]2[CH:16]=[CH:15][CH:14]=[CH:13][CH:12]=2)=[C:9]([CH3:17])[O:8][N:7]=1.C1C(=O)N([Br:25])C(=O)C1.O.[K+].[Br-]. (5) The reactants are: [C:1](Cl)(=[O:8])[C:2]1[CH:7]=[CH:6][CH:5]=[CH:4][CH:3]=1.C(N(CC)CC)C.ClCCl.[N:20]1([C:26]2[CH:32]=[CH:31][C:30]([C:33]([F:36])([F:35])[F:34])=[CH:29][C:27]=2[NH2:28])[CH2:25][CH2:24][CH2:23][CH2:22][CH2:21]1. Given the product [N:20]1([C:26]2[CH:32]=[CH:31][C:30]([C:33]([F:35])([F:36])[F:34])=[CH:29][C:27]=2[NH:28][C:1](=[O:8])[C:2]2[CH:7]=[CH:6][CH:5]=[CH:4][CH:3]=2)[CH2:21][CH2:22][CH2:23][CH2:24][CH2:25]1, predict the reactants needed to synthesize it. (6) Given the product [CH2:1]([C:3]12[CH2:24][CH2:23][C:18]3([O:22][CH2:21][CH2:20][O:19]3)[CH2:17][CH:4]1[CH2:5][CH2:6][O:7][C:8]1[C:9]2=[CH:10][C:11]2[CH:12]=[N:13][N:14]([C:26]3[CH:31]=[CH:30][N:29]=[C:28]([CH3:32])[CH:27]=3)[C:15]=2[CH:16]=1)[CH3:2], predict the reactants needed to synthesize it. The reactants are: [CH2:1]([C:3]12[CH2:24][CH2:23][C:18]3([O:22][CH2:21][CH2:20][O:19]3)[CH2:17][CH:4]1[CH2:5][CH2:6][O:7][C:8]1[C:9]2=[CH:10][C:11]2[CH:12]=[N:13][NH:14][C:15]=2[CH:16]=1)[CH3:2].I[C:26]1[CH:31]=[CH:30][N:29]=[C:28]([CH3:32])[CH:27]=1.[O-]P([O-])([O-])=O.[K+].[K+].[K+].[C@@H]1(N)CCCC[C@H]1N. (7) Given the product [CH2:1]([NH:3][C:4](=[O:13])[C:5]1[CH:10]=[CH:9][C:8]([I:11])=[C:7]([O:12][CH2:26][C:27]([F:30])([F:29])[F:28])[CH:6]=1)[CH3:2], predict the reactants needed to synthesize it. The reactants are: [CH2:1]([NH:3][C:4](=[O:13])[C:5]1[CH:10]=[CH:9][C:8]([I:11])=[C:7]([OH:12])[CH:6]=1)[CH3:2].C([O-])([O-])=O.[K+].[K+].FC(F)(F)S(O[CH2:26][C:27]([F:30])([F:29])[F:28])(=O)=O.